This data is from Reaction yield outcomes from USPTO patents with 853,638 reactions. The task is: Predict the reaction yield, written as a fraction of the theoretical maximum amount of product (1.0 means a 100% yield; for example, 0.34 means a 34% yield). (1) The reactants are C(OC([N:8]1[CH:13]([CH3:14])[CH2:12][N:11]([C:15](=[O:30])[C:16]2[CH:21]=[CH:20][C:19]([C:22]3[CH:23]=[N:24][C:25]([NH2:29])=[C:26]([OH:28])[CH:27]=3)=[CH:18][CH:17]=2)[CH2:10][CH:9]1[CH3:31])=O)(C)(C)C.Br[CH:33]([C:35]1[CH:40]=[CH:39][CH:38]=[CH:37][C:36]=1[C:41]([F:44])([F:43])[F:42])[CH3:34].C([O-])([O-])=O.[Cs+].[Cs+].O. The catalyst is CN(C=O)C. The product is [NH2:29][C:25]1[N:24]=[CH:23][C:22]([C:19]2[CH:18]=[CH:17][C:16]([C:15]([N:11]3[CH2:10][CH:9]([CH3:31])[NH:8][CH:13]([CH3:14])[CH2:12]3)=[O:30])=[CH:21][CH:20]=2)=[CH:27][C:26]=1[O:28][CH:33]([C:35]1[CH:40]=[CH:39][CH:38]=[CH:37][C:36]=1[C:41]([F:42])([F:43])[F:44])[CH3:34]. The yield is 0.342. (2) The reactants are Br[C:2]1[CH:3]=[C:4]2[C:8](=[CH:9][CH:10]=1)[NH:7][C:6](=[O:11])[C:5]2([CH2:14][CH3:15])[CH2:12][CH3:13].[Cl:16][C:17]1[CH:18]=[C:19](B(O)O)[CH:20]=[CH:21][CH:22]=1.C(=O)([O-])[O-].[K+].[K+]. The catalyst is C(COC)OC.C(O)C.O.C1C=CC([P]([Pd]([P](C2C=CC=CC=2)(C2C=CC=CC=2)C2C=CC=CC=2)([P](C2C=CC=CC=2)(C2C=CC=CC=2)C2C=CC=CC=2)[P](C2C=CC=CC=2)(C2C=CC=CC=2)C2C=CC=CC=2)(C2C=CC=CC=2)C2C=CC=CC=2)=CC=1. The product is [Cl:16][C:17]1[CH:22]=[C:21]([C:2]2[CH:3]=[C:4]3[C:8](=[CH:9][CH:10]=2)[NH:7][C:6](=[O:11])[C:5]3([CH2:14][CH3:15])[CH2:12][CH3:13])[CH:20]=[CH:19][CH:18]=1. The yield is 0.270.